From a dataset of Reaction yield outcomes from USPTO patents with 853,638 reactions. Predict the reaction yield, written as a fraction of the theoretical maximum amount of product (1.0 means a 100% yield; for example, 0.34 means a 34% yield). The reactants are [CH3:1][O:2][C:3](=[O:8])[CH:4](Cl)[CH:5]=O.[NH2:9][C:10]([NH2:12])=[S:11].C. The catalyst is O. The product is [CH3:1][O:2][C:3]([C:4]1[S:11][C:10]([NH2:12])=[N:9][CH:5]=1)=[O:8]. The yield is 0.440.